This data is from NCI-60 drug combinations with 297,098 pairs across 59 cell lines. The task is: Regression. Given two drug SMILES strings and cell line genomic features, predict the synergy score measuring deviation from expected non-interaction effect. Drug 1: C1=CC(=CC=C1CC(C(=O)O)N)N(CCCl)CCCl.Cl. Drug 2: CC1=C(C(=O)C2=C(C1=O)N3CC4C(C3(C2COC(=O)N)OC)N4)N. Cell line: SW-620. Synergy scores: CSS=43.6, Synergy_ZIP=7.34, Synergy_Bliss=9.93, Synergy_Loewe=5.25, Synergy_HSA=11.2.